From a dataset of Full USPTO retrosynthesis dataset with 1.9M reactions from patents (1976-2016). Predict the reactants needed to synthesize the given product. (1) Given the product [C:22]([O:26][C:27](=[O:35])[NH:28][C:29]1[CH:33]=[CH:32][S:31][C:30]=1[C:5]1[CH:4]=[CH:3][C:2]([Br:1])=[CH:7][N:6]=1)([CH3:25])([CH3:23])[CH3:24], predict the reactants needed to synthesize it. The reactants are: [Br:1][C:2]1[CH:3]=[CH:4][C:5](B2OCCN(C3C=CC=CC=3)CCO2)=[N:6][CH:7]=1.[C:22]([O:26][C:27](=[O:35])[NH:28][C:29]1[CH:33]=[CH:32][S:31][C:30]=1I)([CH3:25])([CH3:24])[CH3:23].C(=O)([O-])[O-].[Na+].[Na+]. (2) Given the product [Cl:1][C:2]1[CH:7]=[C:6]([CH3:8])[C:5]([CH3:9])=[CH:4][C:3]=1[CH2:10][C:11]([N:27]1[CH2:31][CH2:30][C:29]([C:32]2[CH:33]=[CH:34][C:35]([NH:38][S:39]([CH3:42])(=[O:41])=[O:40])=[CH:36][CH:37]=2)=[N:28]1)=[O:13], predict the reactants needed to synthesize it. The reactants are: [Cl:1][C:2]1[CH:7]=[C:6]([CH3:8])[C:5]([CH3:9])=[CH:4][C:3]=1[CH2:10][C:11]([OH:13])=O.C(Cl)(=O)C(Cl)=O.OC(C(F)(F)F)=O.[NH:27]1[CH2:31][CH2:30][C:29]([C:32]2[CH:37]=[CH:36][C:35]([NH:38][S:39]([CH3:42])(=[O:41])=[O:40])=[CH:34][CH:33]=2)=[N:28]1. (3) Given the product [N+:16]([C:19]1[CH:28]=[CH:27][C:22]2[N:23]([C:9]([O:11][C:12]([CH3:13])([CH3:14])[CH3:15])=[O:10])[CH2:24][CH2:25][O:26][C:21]=2[CH:20]=1)([O-:18])=[O:17], predict the reactants needed to synthesize it. The reactants are: [C:9](O[C:9]([O:11][C:12]([CH3:15])([CH3:14])[CH3:13])=[O:10])([O:11][C:12]([CH3:15])([CH3:14])[CH3:13])=[O:10].[N+:16]([C:19]1[CH:28]=[CH:27][C:22]2[NH:23][CH2:24][CH2:25][O:26][C:21]=2[CH:20]=1)([O-:18])=[O:17]. (4) Given the product [Cl:1][C:2]1[CH:3]=[C:4]([CH:9]=[CH:10][C:11]=1[CH2:12][N:13]1[C:21]2[C:16](=[CH:17][CH:18]=[CH:19][CH:20]=2)[C:15]([C:22]2[N:27]=[C:26]([NH:28][C:29]3[CH:34]=[CH:33][N:32]=[CH:31][CH:30]=3)[C:25]([O:35][CH3:36])=[CH:24][N:23]=2)=[N:14]1)[C:5]([OH:7])=[O:6], predict the reactants needed to synthesize it. The reactants are: [Cl:1][C:2]1[CH:3]=[C:4]([CH:9]=[CH:10][C:11]=1[CH2:12][N:13]1[C:21]2[C:16](=[CH:17][CH:18]=[CH:19][CH:20]=2)[C:15]([C:22]2[N:27]=[C:26]([NH:28][C:29]3[CH:34]=[CH:33][N:32]=[CH:31][CH:30]=3)[C:25]([O:35][CH3:36])=[CH:24][N:23]=2)=[N:14]1)[C:5]([O:7]C)=[O:6].[OH-].[Na+].C(O)(=O)C. (5) Given the product [CH3:1][O:2][C:3](=[O:4])/[CH:5]=[CH:53]\[C:52]1[CH:55]=[CH:56][C:49]([F:48])=[CH:50][CH:51]=1, predict the reactants needed to synthesize it. The reactants are: [CH3:1][O:2][C:3]([CH2:5]P(=O)(OCC(F)(F)F)OCC(F)(F)F)=[O:4].C1OCCOCCOCCOCCOCCOC1.C[Si](C)(C)[N-][Si](C)(C)C.[K+].[F:48][C:49]1[CH:56]=[CH:55][C:52]([CH:53]=O)=[CH:51][CH:50]=1.